Predict the product of the given reaction. From a dataset of Forward reaction prediction with 1.9M reactions from USPTO patents (1976-2016). (1) Given the reactants FC(F)(F)C(O)=O.[NH2:8][C:9]1[C:14]([C:15]([C:17]2[CH:22]=[C:21]([F:23])[CH:20]=[CH:19][C:18]=2[O:24][CH3:25])=[O:16])=[CH:13][N:12]=[C:11]([NH:26][CH:27]2[CH2:32][CH2:31][NH:30][CH2:29][CH2:28]2)[N:10]=1.[CH3:33][S:34](Cl)(=[O:36])=[O:35], predict the reaction product. The product is: [NH2:8][C:9]1[C:14]([C:15]([C:17]2[CH:22]=[C:21]([F:23])[CH:20]=[CH:19][C:18]=2[O:24][CH3:25])=[O:16])=[CH:13][N:12]=[C:11]([NH:26][CH:27]2[CH2:28][CH2:29][N:30]([S:34]([CH3:33])(=[O:36])=[O:35])[CH2:31][CH2:32]2)[N:10]=1. (2) Given the reactants [CH:1]1[C:10]2[C:5](=[CH:6][CH:7]=[CH:8][CH:9]=2)[CH:4]=[CH:3][C:2]=1[S:11](Cl)(=[O:13])=[O:12].[OH-].[Na+].Cl.[NH2:18][C@@H:19]([C:24]1[CH:29]=[CH:28][CH:27]=[CH:26][CH:25]=1)[CH2:20][C:21]([OH:23])=[O:22].CN1CCOCC1, predict the reaction product. The product is: [CH:1]1[C:10]2[C:5](=[CH:6][CH:7]=[CH:8][CH:9]=2)[CH:4]=[CH:3][C:2]=1[S:11]([NH:18][C@@H:19]([C:24]1[CH:29]=[CH:28][CH:27]=[CH:26][CH:25]=1)[CH2:20][C:21]([OH:23])=[O:22])(=[O:13])=[O:12]. (3) Given the reactants [Cl:1][C:2]1[CH:3]=[CH:4][C:5]2[N:9]=[CH:8][N:7]([C:10]3[S:14][C:13]([C:15]([O:17][CH3:18])=[O:16])=[C:12]([OH:19])[CH:11]=3)[C:6]=2[CH:20]=1.Br.Br[CH2:23][C:24]1[CH:25]=[N:26][CH:27]=[CH:28][CH:29]=1.C(=O)([O-])[O-].[K+].[K+], predict the reaction product. The product is: [Cl:1][C:2]1[CH:3]=[CH:4][C:5]2[N:9]=[CH:8][N:7]([C:10]3[S:14][C:13]([C:15]([O:17][CH3:18])=[O:16])=[C:12]([O:19][CH2:23][C:24]4[CH:25]=[N:26][CH:27]=[CH:28][CH:29]=4)[CH:11]=3)[C:6]=2[CH:20]=1. (4) The product is: [O:25]=[C:15]1[NH:14][CH:13]=[CH:12][C:11]2[N:10]=[C:9]([C:6]3[CH:7]=[CH:8][C:3]([CH:2]=[O:1])=[CH:4][CH:5]=3)[C:18]([C:19]3[CH:24]=[CH:23][CH:22]=[CH:21][CH:20]=3)=[CH:17][C:16]1=2. Given the reactants [OH:1][CH2:2][C:3]1[CH:8]=[CH:7][C:6]([C:9]2[C:18]([C:19]3[CH:24]=[CH:23][CH:22]=[CH:21][CH:20]=3)=[CH:17][C:16]3[C:15](=[O:25])[NH:14][CH:13]=[CH:12][C:11]=3[N:10]=2)=[CH:5][CH:4]=1, predict the reaction product. (5) Given the reactants COP([CH2:7][C:8](=[O:16])[C:9]([F:15])([F:14])[CH2:10][CH2:11][CH2:12][CH3:13])(=O)OC.[H-].[Li+].[C:19]([O:22][C@@H:23]1[C@H:27]([CH2:28][CH2:29][CH2:30][CH2:31][CH2:32][CH2:33][C:34]([O:36][CH3:37])=[O:35])[C@@H:26]([CH:38]=O)[C@H:25]([O:40][CH:41]2[CH2:46][CH2:45][CH2:44][CH2:43][O:42]2)[CH2:24]1)(=[O:21])[CH3:20].O, predict the reaction product. The product is: [C:19]([O:22][C@@H:23]1[C@H:27]([CH2:28][CH2:29][CH2:30][CH2:31][CH2:32][CH2:33][C:34]([O:36][CH3:37])=[O:35])[C@@H:26](/[CH:38]=[CH:7]/[C:8](=[O:16])[C:9]([F:14])([F:15])[CH2:10][CH2:11][CH2:12][CH3:13])[C@H:25]([O:40][CH:41]2[CH2:46][CH2:45][CH2:44][CH2:43][O:42]2)[CH2:24]1)(=[O:21])[CH3:20]. (6) Given the reactants [Na].[OH:2][C:3]1([CH3:12])[CH2:7][CH2:6][C:5](=[N:8]O)[C:4]1([CH3:11])[CH3:10], predict the reaction product. The product is: [NH2:8][CH:5]1[CH2:6][CH2:7][C:3]([CH3:12])([OH:2])[C:4]1([CH3:11])[CH3:10]. (7) Given the reactants [Cl:1][C:2]1[CH:19]=[N:18][CH:17]=[C:16](Cl)[C:3]=1[C:4]([NH:6][C:7]([C:9]1[CH:14]=[CH:13][N:12]=[C:11]([Cl:15])[CH:10]=1)=[NH:8])=[O:5].CC(N(C)C)=O, predict the reaction product. The product is: [Cl:1][C:2]1[C:3]2[C:4]([OH:5])=[N:6][C:7]([C:9]3[CH:14]=[CH:13][N:12]=[C:11]([Cl:15])[CH:10]=3)=[N:8][C:16]=2[CH:17]=[N:18][CH:19]=1. (8) Given the reactants [O:1]=[C:2]1[NH:7][C:6]2[CH:8]=[C:9]([C:11]([OH:13])=O)[S:10][C:5]=2[N:4]=[CH:3]1.CN(C(ON1N=NC2C=CC=CC1=2)=[N+](C)C)C.[B-](F)(F)(F)F.CCN(C(C)C)C(C)C.Cl.[NH2:46][C:47]1[CH:48]=[C:49]([NH:54][C:55](=[O:67])[C:56]2[CH:61]=[CH:60][CH:59]=[C:58]([C:62]([C:65]#[N:66])([CH3:64])[CH3:63])[CH:57]=2)[CH:50]=[CH:51][C:52]=1[CH3:53], predict the reaction product. The product is: [C:65]([C:62]([C:58]1[CH:57]=[C:56]([CH:61]=[CH:60][CH:59]=1)[C:55]([NH:54][C:49]1[CH:50]=[CH:51][C:52]([CH3:53])=[C:47]([NH:46][C:11]([C:9]2[S:10][C:5]3[N:4]=[CH:3][C:2](=[O:1])[NH:7][C:6]=3[CH:8]=2)=[O:13])[CH:48]=1)=[O:67])([CH3:64])[CH3:63])#[N:66]. (9) Given the reactants C(N(CC)CC)C.[O:8]([C:16]1[CH:17]=[C:18]([CH:31]=[CH:32][CH:33]=1)[C:19]([O:21][CH2:22][CH2:23][O:24][C:25]1[CH:30]=[CH:29][CH:28]=[CH:27][CH:26]=1)=O)[Si:9]([C:12]([CH3:15])([CH3:14])[CH3:13])([CH3:11])[CH3:10].[CH:34]12[CH2:43][CH:38]3[CH2:39][CH:40]([CH2:42][CH:36]([CH2:37]3)[C:35]1=O)[CH2:41]2, predict the reaction product. The product is: [O:8]([C:16]1[CH:17]=[C:18]([C:19](=[C:35]2[CH:36]3[CH2:42][CH:40]4[CH2:39][CH:38]([CH2:43][CH:34]2[CH2:41]4)[CH2:37]3)[O:21][CH2:22][CH2:23][O:24][C:25]2[CH:30]=[CH:29][CH:28]=[CH:27][CH:26]=2)[CH:31]=[CH:32][CH:33]=1)[Si:9]([C:12]([CH3:15])([CH3:14])[CH3:13])([CH3:11])[CH3:10].